Dataset: Reaction yield outcomes from USPTO patents with 853,638 reactions. Task: Predict the reaction yield, written as a fraction of the theoretical maximum amount of product (1.0 means a 100% yield; for example, 0.34 means a 34% yield). (1) The reactants are [I-].[Na+].[C:3](=[O:6])([O-])[O-].[K+].[K+].Cl[C:10]([O:12][CH:13]([CH3:15])[CH3:14])=[O:11].[CH:16]([O:19][C:20]1[C:21]([O:41][CH3:42])=[CH:22][C:23]([N+:38]([O-:40])=[O:39])=[C:24]([CH:37]=1)[C:25]([C:27]1[NH:31][N:30]=[N:29][C:28]=1[C:32]([O:34][CH2:35][CH3:36])=[O:33])=[O:26])([CH3:18])[CH3:17].[CH3:43][C:44]([CH3:46])=O. The catalyst is O. The product is [CH:13]([O:12][C:10]([O:6][CH:3]([N:30]1[N:29]=[C:28]([C:32]([O:34][CH2:35][CH3:36])=[O:33])[C:27]([C:25](=[O:26])[C:24]2[CH:37]=[C:20]([O:19][CH:16]([CH3:18])[CH3:17])[C:21]([O:41][CH3:42])=[CH:22][C:23]=2[N+:38]([O-:40])=[O:39])=[N:31]1)[CH:44]([CH3:46])[CH3:43])=[O:11])([CH3:15])[CH3:14]. The yield is 0.890. (2) The reactants are [CH3:1][N:2]1[CH2:7][CH2:6][NH:5][CH2:4][CH2:3]1.CCN(C(C)C)C(C)C.CN(C(ON1N=NC2C=CC=NC1=2)=[N+](C)C)C.F[P-](F)(F)(F)(F)F.[Br:41][C:42]1[CH:43]=[CH:44][C:45]2[C:51]3[S:52][C:53]([C:55]([N:57]([C:59]4[CH:60]=[C:61]([CH:65]=[CH:66][C:67]=4[Cl:68])[C:62](O)=[O:63])[CH3:58])=[O:56])=[CH:54][C:50]=3[CH2:49][CH2:48][O:47][C:46]=2[CH:69]=1. The catalyst is C1COCC1.O. The product is [Br:41][C:42]1[CH:43]=[CH:44][C:45]2[C:51]3[S:52][C:53]([C:55]([N:57]([C:59]4[CH:60]=[C:61]([C:62]([N:5]5[CH2:6][CH2:7][N:2]([CH3:1])[CH2:3][CH2:4]5)=[O:63])[CH:65]=[CH:66][C:67]=4[Cl:68])[CH3:58])=[O:56])=[CH:54][C:50]=3[CH2:49][CH2:48][O:47][C:46]=2[CH:69]=1. The yield is 0.940. (3) The reactants are [Br:1][C:2]1[C:3](Cl)=[N:4][C:5]([Cl:8])=[N:6][CH:7]=1.[CH3:10][O:11][C:12]1[CH:17]=[CH:16][C:15]([OH:18])=[CH:14][CH:13]=1.C(=O)([O-])[O-].[K+].[K+].O. The catalyst is CN(C=O)C. The product is [Br:1][C:2]1[C:3]([O:18][C:15]2[CH:16]=[CH:17][C:12]([O:11][CH3:10])=[CH:13][CH:14]=2)=[N:4][C:5]([Cl:8])=[N:6][CH:7]=1. The yield is 0.960. (4) The reactants are I([O-])(=O)(=O)=[O:2].[Na+].[Cl:7][C:8]1[C:17]2[C:12](=[CH:13][C:14]([O:18][CH3:19])=[CH:15][CH:16]=2)[CH:11]=[CH:10][C:9]=1[CH:20]=C. The catalyst is C1COCC1.O.O=[Os](=O)(=O)=O. The product is [Cl:7][C:8]1[C:17]2[C:12](=[CH:13][C:14]([O:18][CH3:19])=[CH:15][CH:16]=2)[CH:11]=[CH:10][C:9]=1[CH:20]=[O:2]. The yield is 0.710. (5) The reactants are [Cl:1][C:2]1[CH:7]=[CH:6][C:5]([N:8]2[C:14](=O)[CH:13]([CH3:16])[C:12]3=[N:17][N:18]=[C:19]([CH3:20])[N:11]3[C:10]3[CH:21]=[CH:22][CH:23]=[CH:24][C:9]2=3)=[CH:4][CH:3]=1.B.C1COCC1. The catalyst is C1COCC1. The product is [Cl:1][C:2]1[CH:3]=[CH:4][C:5]([N:8]2[CH2:14][CH:13]([CH3:16])[C:12]3=[N:17][N:18]=[C:19]([CH3:20])[N:11]3[C:10]3[CH:21]=[CH:22][CH:23]=[CH:24][C:9]2=3)=[CH:6][CH:7]=1. The yield is 0.0780. (6) The reactants are [CH3:1][C:2]1[CH:3]=[C:4]([C:19]2[S:23][C:22]([C:24]3([OH:30])[CH2:29][CH2:28][S:27][CH2:26][CH2:25]3)=[N:21][CH:20]=2)[CH:5]=[C:6]([NH:8][C:9]2[N:14]=[C:13]([C:15]([F:18])([F:17])[F:16])[CH:12]=[CH:11][N:10]=2)[CH:7]=1.C(Cl)Cl.CO.[OH2:36].[OH2:37].O.O.O.O.C(O[O-])(=O)C1C(=CC=CC=1)C([O-])=O.[Mg+2]. The catalyst is [O-]S([O-])(=S)=O.[Na+].[Na+].O. The product is [CH3:1][C:2]1[CH:3]=[C:4]([C:19]2[S:23][C:22]([C:24]3([OH:30])[CH2:25][CH2:26][S:27](=[O:37])(=[O:36])[CH2:28][CH2:29]3)=[N:21][CH:20]=2)[CH:5]=[C:6]([NH:8][C:9]2[N:14]=[C:13]([C:15]([F:18])([F:17])[F:16])[CH:12]=[CH:11][N:10]=2)[CH:7]=1. The yield is 0.670. (7) The reactants are [Br:1][C:2]1[CH:7]=[CH:6][C:5]([N:8]=[C:9]=[O:10])=[CH:4][CH:3]=1.[C:11]([N:15]1[CH2:20][CH2:19][N:18](C(OC(C)(C)C)=O)[C@@H:17]([C:28]([N:30]2[CH2:35][CH2:34][NH:33][CH2:32][CH2:31]2)=[O:29])[CH2:16]1)([CH3:14])([CH3:13])[CH3:12]. The catalyst is C1COCC1. The product is [NH3:8].[CH3:9][OH:10].[Br:1][C:2]1[CH:7]=[CH:6][C:5]([NH:8][C:9]([N:33]2[CH2:34][CH2:35][N:30]([C:28]([C@H:17]3[CH2:16][N:15]([C:11]([CH3:14])([CH3:13])[CH3:12])[CH2:20][CH2:19][NH:18]3)=[O:29])[CH2:31][CH2:32]2)=[O:10])=[CH:4][CH:3]=1. The yield is 0.100.